This data is from Forward reaction prediction with 1.9M reactions from USPTO patents (1976-2016). The task is: Predict the product of the given reaction. (1) The product is: [OH:7][C:8]1[CH:17]=[CH:16][C:11]([C:12]([O:14][CH3:15])=[O:13])=[CH:10][C:9]=1[C:18]([OH:20])=[O:19]. Given the reactants N1C=CC=CC=1.[OH:7][C:8]1[CH:17]=[CH:16][C:11]([C:12]([O:14][CH3:15])=[O:13])=[CH:10][C:9]=1[C:18]([O:20]C)=[O:19], predict the reaction product. (2) The product is: [C:1]([O:5][C:6]([CH:7]1[CH:26]([C:27]2[CH:32]=[CH:31][CH:30]=[C:29]([Cl:33])[CH:28]=2)[C:23]([C:20]2[CH:21]=[CH:22][C:17]([Cl:16])=[CH:18][C:19]=2[F:34])([C:24]#[N:25])[CH:9]([CH2:10][C:11]([CH3:14])([CH3:13])[CH3:12])[NH:8]1)=[O:15])([CH3:4])([CH3:3])[CH3:2]. Given the reactants [C:1]([O:5][C:6](=[O:15])[CH2:7]/[N:8]=[CH:9]/[CH2:10][C:11]([CH3:14])([CH3:13])[CH3:12])([CH3:4])([CH3:3])[CH3:2].[Cl:16][C:17]1[CH:22]=[CH:21][C:20](/[C:23](=[CH:26]/[C:27]2[CH:32]=[CH:31][CH:30]=[C:29]([Cl:33])[CH:28]=2)/[C:24]#[N:25])=[C:19]([F:34])[CH:18]=1.C(N(CC)CC)C, predict the reaction product.